From a dataset of Forward reaction prediction with 1.9M reactions from USPTO patents (1976-2016). Predict the product of the given reaction. (1) Given the reactants [H-].[Al+3].[Li+].[H-].[H-].[H-].[Cl-].[Al+3].[Cl-].[Cl-].[F:11][C:12]1[CH:20]=[C:19]2[C:15]([C:16](/[CH:21]=[CH:22]/[C:23]3[CH:28]=[CH:27][CH:26]=[C:25]([F:29])[CH:24]=3)=[N:17][NH:18]2)=[CH:14][C:13]=1[C:30]#[N:31].[Cl-].[NH4+], predict the reaction product. The product is: [F:11][C:12]1[CH:20]=[C:19]2[C:15]([C:16](/[CH:21]=[CH:22]/[C:23]3[CH:28]=[CH:27][CH:26]=[C:25]([F:29])[CH:24]=3)=[N:17][NH:18]2)=[CH:14][C:13]=1[CH2:30][NH2:31]. (2) Given the reactants [C:1]([C:3]1[CH:8]=[C:7]([N+:9]([O-:11])=[O:10])[CH:6]=[CH:5][C:4]=1[CH3:12])#[N:2].[CH:13](=O)[C:14]1[CH:19]=[CH:18][CH:17]=[CH:16][CH:15]=1.C(=O)([O-])[O-:22].[K+].[K+], predict the reaction product. The product is: [N+:9]([C:7]1[CH:8]=[C:3]([C:4]([CH:12]=[CH:13][C:14]2[CH:19]=[CH:18][CH:17]=[CH:16][CH:15]=2)=[CH:5][CH:6]=1)[C:1]([NH2:2])=[O:22])([O-:11])=[O:10]. (3) Given the reactants [F:1][C:2]([F:48])([F:47])[C:3]1[CH:4]=[C:5]([CH:44]=[CH:45][CH:46]=1)[CH2:6][NH:7][C:8]([C:10]1[CH:15]=[CH:14][N:13]=[C:12]([C:16]2[CH:21]=[C:20]([N:22]3[CH2:27][CH2:26][CH2:25][CH2:24][CH2:23]3)[CH:19]=[CH:18][C:17]=2[NH:28][C:29]([C:31]2[CH:32]=[C:33]([CH:41]=[CH:42][CH:43]=2)[CH2:34][S:35][CH2:36][CH2:37][C:38]([OH:40])=[O:39])=[O:30])[CH:11]=1)=[O:9].F[C:50](F)(F)C1C=C(C(N)C)C=CC=1, predict the reaction product. The product is: [N:22]1([C:20]2[CH:19]=[CH:18][C:17]([NH:28][C:29]([C:31]3[CH:32]=[C:33]([CH:41]=[CH:42][CH:43]=3)[CH2:34][S:35][CH2:36][CH2:37][C:38]([OH:40])=[O:39])=[O:30])=[C:16]([C:12]3[CH:11]=[C:10]([C:8](=[O:9])[NH:7][CH:6]([C:5]4[CH:44]=[CH:45][CH:46]=[C:3]([C:2]([F:47])([F:1])[F:48])[CH:4]=4)[CH3:50])[CH:15]=[CH:14][N:13]=3)[CH:21]=2)[CH2:23][CH2:24][CH2:25][CH2:26][CH2:27]1. (4) Given the reactants [C:1]([O:5][N:6]=[C:7]1[C:16]2[C:11](=[CH:12][CH:13]=[C:14]([OH:17])[CH:15]=2)[O:10][C:9]([C:18]2[N:23]=[CH:22][N:21]3[CH:24]=[CH:25][CH:26]=[C:20]3[CH:19]=2)=[CH:8]1)([CH3:4])([CH3:3])[CH3:2].Cl[CH2:28][CH:29]([OH:32])[CH2:30][OH:31], predict the reaction product. The product is: [C:1]([O:5][N:6]=[C:7]1[C:16]2[C:11](=[CH:12][CH:13]=[C:14]([O:17][CH2:28][CH:29]([OH:32])[CH2:30][OH:31])[CH:15]=2)[O:10][C:9]([C:18]2[N:23]=[CH:22][N:21]3[CH:24]=[CH:25][CH:26]=[C:20]3[CH:19]=2)=[CH:8]1)([CH3:4])([CH3:2])[CH3:3]. (5) Given the reactants [CH2:1]([C:4]([CH2:15][CH:16]=[CH2:17])(C(OCC)=O)[C:5]([O:7][CH2:8][CH3:9])=[O:6])[CH:2]=[CH2:3].C(C(CC=C)CC=C)(OCC)=O.C(O[C@H]1C[C@@H](CO[C:41](=[O:43])[CH3:42])C=C1)(=O)C.C1CC=CC=1.C=O.[F:51][C:52]1[C:53]([NH2:59])=[N:54][C:55](=[O:58])[NH:56][CH:57]=1.C(OC1C=CC([N+]([O-])=O)=CC=1)(=O)C, predict the reaction product. The product is: [C:5]([CH:4]([CH2:1][CH:2]=[CH2:3])[CH2:15][CH:16]=[CH2:17])([O:7][CH2:8][CH3:9])=[O:6].[C:41]([NH:59][C:53]1[C:52]([F:51])=[CH:57][NH:56][C:55](=[O:58])[N:54]=1)(=[O:43])[CH3:42]. (6) The product is: [Br:6][C:7]1[CH:16]=[CH:15][C:10]([C:11]([O:13][CH3:14])=[O:12])=[C:9]([O:17][CH:19]([F:25])[F:24])[CH:8]=1. Given the reactants CN(C)C=O.[Br:6][C:7]1[CH:16]=[CH:15][C:10]([C:11]([O:13][CH3:14])=[O:12])=[C:9]([OH:17])[CH:8]=1.Cl[C:19]([F:25])([F:24])C(OC)=O.C(=O)([O-])[O-].[K+].[K+], predict the reaction product. (7) Given the reactants [CH:1]1[C:14]2[NH:13][C:12]3[C:7](=[CH:8][CH:9]=[CH:10][CH:11]=3)[S:6][C:5]=2[CH:4]=[CH:3][CH:2]=1.[Br:15][CH2:16][CH2:17][CH2:18][CH2:19][CH2:20][CH2:21]Br.[OH-].[Na+].O, predict the reaction product. The product is: [Br:15][CH2:16][CH2:17][CH2:18][CH2:19][CH2:20][CH2:21][N:13]1[C:14]2[CH:1]=[CH:2][CH:3]=[CH:4][C:5]=2[S:6][C:7]2[C:12]1=[CH:11][CH:10]=[CH:9][CH:8]=2. (8) The product is: [C:1]([OH:6])(=[O:5])[CH:2]([CH3:4])[OH:3].[O:7]=[CH:4][C@@H:2]([C@H:1]([C@@H:4]([C@@H:2]([CH2:1][OH:6])[OH:3])[OH:7])[OH:6])[OH:3]. Given the reactants [C:1]([OH:6])(=[O:5])[CH:2]([CH3:4])[OH:3].[OH2:7], predict the reaction product. (9) Given the reactants [CH2:1]([C@H:8]1[CH2:12][O:11][C:10](=[O:13])[N:9]1[C:14](=[O:17])[CH:15]=[CH2:16])[C:2]1[CH:7]=[CH:6][CH:5]=[CH:4][CH:3]=1.Br[C:19]1[CH:24]=[CH:23][C:22]([CH2:25][P:26](=[O:37])([O:32][C:33]([CH3:36])([CH3:35])[CH3:34])[O:27][C:28]([CH3:31])([CH3:30])[CH3:29])=[CH:21][CH:20]=1.C1(C)C=CC=CC=1P(C1C=CC=CC=1C)C1C=CC=CC=1C, predict the reaction product. The product is: [C:33]([O:32][P:26]([CH2:25][C:22]1[CH:21]=[CH:20][C:19]([CH:16]=[CH:15][C:14]([N:9]2[C@@H:8]([CH2:1][C:2]3[CH:3]=[CH:4][CH:5]=[CH:6][CH:7]=3)[CH2:12][O:11][C:10]2=[O:13])=[O:17])=[CH:24][CH:23]=1)([O:27][C:28]([CH3:31])([CH3:30])[CH3:29])=[O:37])([CH3:34])([CH3:35])[CH3:36].